Dataset: Peptide-MHC class I binding affinity with 185,985 pairs from IEDB/IMGT. Task: Regression. Given a peptide amino acid sequence and an MHC pseudo amino acid sequence, predict their binding affinity value. This is MHC class I binding data. (1) The peptide sequence is QEVAVLGSQE. The MHC is HLA-B40:01 with pseudo-sequence HLA-B40:01. The binding affinity (normalized) is 0.219. (2) The peptide sequence is TTIKPVSYK. The MHC is HLA-A03:01 with pseudo-sequence HLA-A03:01. The binding affinity (normalized) is 0.934. (3) The peptide sequence is LAEQFSGEY. The MHC is HLA-A69:01 with pseudo-sequence HLA-A69:01. The binding affinity (normalized) is 0.0847.